The task is: Regression. Given a peptide amino acid sequence and an MHC pseudo amino acid sequence, predict their binding affinity value. This is MHC class II binding data.. This data is from Peptide-MHC class II binding affinity with 134,281 pairs from IEDB. (1) The peptide sequence is YDKFLANVSTVLTTK. The MHC is DRB1_0404 with pseudo-sequence DRB1_0404. The binding affinity (normalized) is 0.814. (2) The MHC is HLA-DQA10501-DQB10301 with pseudo-sequence HLA-DQA10501-DQB10301. The binding affinity (normalized) is 0.895. The peptide sequence is AAASAGTTVYGAFAA.